This data is from NCI-60 drug combinations with 297,098 pairs across 59 cell lines. The task is: Regression. Given two drug SMILES strings and cell line genomic features, predict the synergy score measuring deviation from expected non-interaction effect. (1) Drug 1: CCC(=C(C1=CC=CC=C1)C2=CC=C(C=C2)OCCN(C)C)C3=CC=CC=C3.C(C(=O)O)C(CC(=O)O)(C(=O)O)O. Drug 2: CCCCCOC(=O)NC1=NC(=O)N(C=C1F)C2C(C(C(O2)C)O)O. Cell line: MALME-3M. Synergy scores: CSS=-3.47, Synergy_ZIP=1.36, Synergy_Bliss=-0.00232, Synergy_Loewe=-3.48, Synergy_HSA=-3.62. (2) Drug 1: CCCCC(=O)OCC(=O)C1(CC(C2=C(C1)C(=C3C(=C2O)C(=O)C4=C(C3=O)C=CC=C4OC)O)OC5CC(C(C(O5)C)O)NC(=O)C(F)(F)F)O. Drug 2: CCC1(C2=C(COC1=O)C(=O)N3CC4=CC5=C(C=CC(=C5CN(C)C)O)N=C4C3=C2)O.Cl. Cell line: HOP-62. Synergy scores: CSS=48.7, Synergy_ZIP=2.01, Synergy_Bliss=3.45, Synergy_Loewe=-9.60, Synergy_HSA=4.40. (3) Drug 1: C1=CC=C(C(=C1)C(C2=CC=C(C=C2)Cl)C(Cl)Cl)Cl. Drug 2: COC1=NC(=NC2=C1N=CN2C3C(C(C(O3)CO)O)O)N. Cell line: OVCAR3. Synergy scores: CSS=-5.63, Synergy_ZIP=5.15, Synergy_Bliss=3.11, Synergy_Loewe=-4.56, Synergy_HSA=-3.88. (4) Cell line: 786-0. Drug 1: CC1=C(C(CCC1)(C)C)C=CC(=CC=CC(=CC(=O)O)C)C. Synergy scores: CSS=20.7, Synergy_ZIP=0.711, Synergy_Bliss=3.87, Synergy_Loewe=-13.8, Synergy_HSA=-0.0822. Drug 2: C1CCC(C(C1)N)N.C(=O)(C(=O)[O-])[O-].[Pt+4].